From a dataset of Full USPTO retrosynthesis dataset with 1.9M reactions from patents (1976-2016). Predict the reactants needed to synthesize the given product. (1) Given the product [CH3:46][N:24]1[C:25]([NH:26][C:27]([C:34]2[CH:35]=[CH:36][CH:37]=[CH:38][CH:39]=2)([C:40]2[CH:45]=[CH:44][CH:43]=[CH:42][CH:41]=2)[C:28]2[CH:33]=[CH:32][CH:31]=[CH:30][CH:29]=2)=[C:21]([NH:20][C:19]2[C:16](=[O:15])[C:17](=[O:48])[C:18]=2[NH:1][CH2:2][CH2:3][CH2:4][NH:5][C:6](=[O:12])[O:7][C:8]([CH3:9])([CH3:11])[CH3:10])[CH:22]=[N:23]1, predict the reactants needed to synthesize it. The reactants are: [NH2:1][CH2:2][CH2:3][CH2:4][NH:5][C:6](=[O:12])[O:7][C:8]([CH3:11])([CH3:10])[CH3:9].C([O:15][C:16]1[C:17](=[O:48])[C:18](=O)[C:19]=1[NH:20][C:21]1[CH:22]=[N:23][N:24]([CH3:46])[C:25]=1[NH:26][C:27]([C:40]1[CH:45]=[CH:44][CH:43]=[CH:42][CH:41]=1)([C:34]1[CH:39]=[CH:38][CH:37]=[CH:36][CH:35]=1)[C:28]1[CH:33]=[CH:32][CH:31]=[CH:30][CH:29]=1)C.C(N(CC)CC)C.C(OCC)C. (2) The reactants are: [Br:1][C:2]1[CH:3]=[C:4]2[C:9](=[CH:10][CH:11]=1)[C:8](=[O:12])[NH:7][C:6](=[O:13])/[C:5]/2=[CH:14]/OC.Cl.C([O:25][C:26]1[C:31]2[O:32][C:33]([CH3:36])([CH3:35])[O:34][C:30]=2[CH:29]=[C:28]([CH2:37][NH2:38])[CH:27]=1)C1C=CC=CC=1.C(N(CC)CC)C.[O-][Si]([O-])=O.[Mg+2]. Given the product [Br:1][C:2]1[CH:3]=[C:4]2[C:9](=[CH:10][CH:11]=1)[C:8](=[O:12])[NH:7][C:6](=[O:13])/[C:5]/2=[CH:14]\[NH:38][CH2:37][C:28]1[CH:27]=[C:26]([OH:25])[C:31]2[O:32][C:33]([CH3:35])([CH3:36])[O:34][C:30]=2[CH:29]=1, predict the reactants needed to synthesize it.